From a dataset of Forward reaction prediction with 1.9M reactions from USPTO patents (1976-2016). Predict the product of the given reaction. (1) Given the reactants [C:1]([C:4]1[CH:9]=[CH:8][C:7]([N:10]2[CH2:14][CH2:13][C:12]3([CH2:19][CH2:18][N:17]([S:20]([C:23]4[CH:28]=[CH:27][CH:26]=[CH:25][C:24]=4[Cl:29])(=[O:22])=[O:21])[CH2:16][CH2:15]3)[C:11]2=[O:30])=[CH:6][CH:5]=1)(=[O:3])[CH3:2].[F:31][C:32]([Si](C)(C)C)([F:34])[F:33].[F-].C([N+](CCCC)(CCCC)CCCC)CCC, predict the reaction product. The product is: [Cl:29][C:24]1[CH:25]=[CH:26][CH:27]=[CH:28][C:23]=1[S:20]([N:17]1[CH2:18][CH2:19][C:12]2([C:11](=[O:30])[N:10]([C:7]3[CH:6]=[CH:5][C:4]([C:1]([OH:3])([CH3:2])[C:32]([F:34])([F:33])[F:31])=[CH:9][CH:8]=3)[CH2:14][CH2:13]2)[CH2:15][CH2:16]1)(=[O:22])=[O:21]. (2) Given the reactants [F:1][C:2]1[CH:7]=[CH:6][C:5]([C:8]2[C:14]3[CH:15]=[CH:16][CH:17]=[CH:18][C:13]=3[NH:12][C:11](=O)[CH:10]([C:20]3[CH:25]=[CH:24][CH:23]=[CH:22][CH:21]=3)[N:9]=2)=[CH:4][CH:3]=1.[CH3:26][NH2:27], predict the reaction product. The product is: [F:1][C:2]1[CH:7]=[CH:6][C:5]([C:8]2[C:14]3[CH:15]=[CH:16][CH:17]=[CH:18][C:13]=3[N:12]=[C:11]([NH:27][CH3:26])[CH:10]([C:20]3[CH:25]=[CH:24][CH:23]=[CH:22][CH:21]=3)[N:9]=2)=[CH:4][CH:3]=1. (3) Given the reactants [CH3:1][O:2][C:3](=[O:19])[CH2:4]P(OCC(F)(F)F)(OCC(F)(F)F)=O.[Br:20][C:21]1[CH:28]=[CH:27][C:24]([CH:25]=O)=[CH:23][CH:22]=1, predict the reaction product. The product is: [CH3:1][O:2][C:3](=[O:19])/[CH:4]=[CH:25]\[C:24]1[CH:27]=[CH:28][C:21]([Br:20])=[CH:22][CH:23]=1. (4) The product is: [CH2:58]([N:28]([CH2:26][CH3:27])[CH2:29]/[CH:30]=[CH:31]\[C:32]1[CH:37]=[C:36]([F:38])[CH:35]=[CH:34][C:33]=1[S:39]([CH2:42][C:43]1[C:48]([C:49]([O:51][C:11]([CH3:16])([CH3:12])[CH3:10])=[O:50])=[C:47]([OH:52])[C:46]([C:53]2[CH:57]=[CH:56][O:55][CH:54]=2)=[CH:45][CH:44]=1)(=[O:41])=[O:40])[CH3:59]. Given the reactants C1(S([CH2:10][C:11]2[C:16](C([O-])=O)=[C:16](O)[C:11]([C:10]3C=COC=3)=[CH:12][CH:12]=2)(=O)=O)C=CC=CC=1.[CH2:26]([N:28]([CH2:58][CH3:59])[CH2:29]/[CH:30]=[CH:31]\[C:32]1[CH:37]=[C:36]([F:38])[CH:35]=[CH:34][C:33]=1[S:39]([CH2:42][C:43]1[C:48]([C:49]([OH:51])=[O:50])=[C:47]([OH:52])[C:46]([C:53]2[CH:57]=[CH:56][O:55][CH:54]=2)=[CH:45][CH:44]=1)(=[O:41])=[O:40])[CH3:27], predict the reaction product. (5) Given the reactants P([O:13][CH2:14][CH2:15][N:16]([CH2:20][CH2:21][CH2:22][O:23][C:24]1[CH:33]=[C:32]2[C:27]([C:28]([NH:34][C:35]3[CH:39]=[C:38]([CH2:40][C:41]([NH:43][C:44]4[CH:49]=[CH:48][CH:47]=[C:46]([F:50])[C:45]=4[F:51])=[O:42])[NH:37][N:36]=3)=[N:29][CH:30]=[N:31]2)=[CH:26][CH:25]=1)[CH2:17][CH2:18][CH3:19])(OC(C)(C)C)(OC(C)(C)C)=O.C(NCCO)CC, predict the reaction product. The product is: [F:51][C:45]1[C:46]([F:50])=[CH:47][CH:48]=[CH:49][C:44]=1[NH:43][C:41](=[O:42])[CH2:40][C:38]1[NH:37][N:36]=[C:35]([NH:34][C:28]2[C:27]3[C:32](=[CH:33][C:24]([O:23][CH2:22][CH2:21][CH2:20][N:16]([CH2:15][CH2:14][OH:13])[CH2:17][CH2:18][CH3:19])=[CH:25][CH:26]=3)[N:31]=[CH:30][N:29]=2)[CH:39]=1.